From a dataset of Forward reaction prediction with 1.9M reactions from USPTO patents (1976-2016). Predict the product of the given reaction. (1) Given the reactants C([O:8][C:9]1[CH:10]=[C:11]2[N:17]=[C:16]([C:18]3[CH:23]=[CH:22][CH:21]=[CH:20][C:19]=3[S:24][CH2:25][CH3:26])[N:15]([CH3:27])[C:12]2=[N:13][CH:14]=1)C1C=CC=CC=1.B(Br)(Br)Br.C(=O)([O-])O.[Na+], predict the reaction product. The product is: [CH2:25]([S:24][C:19]1[CH:20]=[CH:21][CH:22]=[CH:23][C:18]=1[C:16]1[N:15]([CH3:27])[C:12]2=[N:13][CH:14]=[C:9]([OH:8])[CH:10]=[C:11]2[N:17]=1)[CH3:26]. (2) Given the reactants Cl[CH2:2][C:3]([NH:5][C:6]1[CH:11]=[CH:10][C:9]([CH:12]([N:18]2[CH:22]=[N:21][CH:20]=[N:19]2)[CH:13]([CH2:16][CH3:17])[CH2:14][CH3:15])=[CH:8][CH:7]=1)=[O:4].[CH3:23][N:24]1[CH2:29][CH2:28][NH:27][CH2:26][CH2:25]1.C([O-])([O-])=O.[K+].[K+].O, predict the reaction product. The product is: [CH2:14]([CH:13]([CH2:16][CH3:17])[CH:12]([C:9]1[CH:10]=[CH:11][C:6]([NH:5][C:3](=[O:4])[CH2:2][N:27]2[CH2:28][CH2:29][N:24]([CH3:23])[CH2:25][CH2:26]2)=[CH:7][CH:8]=1)[N:18]1[CH:22]=[N:21][CH:20]=[N:19]1)[CH3:15].